This data is from Catalyst prediction with 721,799 reactions and 888 catalyst types from USPTO. The task is: Predict which catalyst facilitates the given reaction. (1) Reactant: [F:1][CH:2]([C:5](=O)[C:6]1[CH:7]=[N:8][C:9]2[C:14]([CH:15]=1)=[CH:13][CH:12]=[CH:11][CH:10]=2)[C:3]#[N:4].O.[NH2:18][NH2:19]. Product: [F:1][C:2]1[C:5]([C:6]2[CH:7]=[N:8][C:9]3[C:14]([CH:15]=2)=[CH:13][CH:12]=[CH:11][CH:10]=3)=[N:19][NH:18][C:3]=1[NH2:4]. The catalyst class is: 14. (2) Reactant: [C:1]([C:3]1[C:4]([N:12]=[CH:13][N:14](C)C)=[N:5][C:6]([CH:9]([CH3:11])[CH3:10])=[CH:7][CH:8]=1)#[N:2].[CH3:17][O:18][C:19](=[O:42])[C:20]1[CH:25]=[CH:24][C:23]([S:26][C:27]2[CH:32]=[CH:31][C:30]([NH:33][C:34]([O:36][C:37]([CH3:40])([CH3:39])[CH3:38])=[O:35])=[CH:29][CH:28]=2)=[C:22](N)[CH:21]=1.CCOC(C)=O.C([O-])([O-])=O.[K+].[K+]. Product: [CH3:17][O:18][C:19](=[O:42])[C:20]1[CH:21]=[CH:22][C:23]([S:26][C:27]2[CH:32]=[CH:31][C:30]([NH:33][C:34]([O:36][C:37]([CH3:39])([CH3:38])[CH3:40])=[O:35])=[CH:29][CH:28]=2)=[C:24]([NH:2][C:1]2[C:3]3[CH:8]=[CH:7][C:6]([CH:9]([CH3:10])[CH3:11])=[N:5][C:4]=3[N:12]=[CH:13][N:14]=2)[CH:25]=1. The catalyst class is: 313.